Dataset: Forward reaction prediction with 1.9M reactions from USPTO patents (1976-2016). Task: Predict the product of the given reaction. (1) The product is: [CH2:1]([O:3][C:4](=[O:26])[C:5]1[CH:10]=[C:9]([Cl:11])[C:8]([N:12]2[CH2:17][CH2:16][N:15]([C:18]3[CH:23]=[C:22]([C:30]4[CH:31]=[CH:32][C:33]([F:34])=[C:28]([Cl:27])[CH:29]=4)[N:21]=[CH:20][N:19]=3)[C@H:14]([CH3:25])[CH2:13]2)=[N:7][CH:6]=1)[CH3:2]. Given the reactants [CH2:1]([O:3][C:4](=[O:26])[C:5]1[CH:10]=[C:9]([Cl:11])[C:8]([N:12]2[CH2:17][CH2:16][N:15]([C:18]3[CH:23]=[C:22](Cl)[N:21]=[CH:20][N:19]=3)[C@H:14]([CH3:25])[CH2:13]2)=[N:7][CH:6]=1)[CH3:2].[Cl:27][C:28]1[CH:29]=[C:30](B(O)O)[CH:31]=[CH:32][C:33]=1[F:34].[O-]P([O-])([O-])=O.[K+].[K+].[K+], predict the reaction product. (2) Given the reactants Cl[C:2]1[CH:3]=[CH:4][C:5]2[N:6]=[CH:7][NH:8][C:9](=[O:12])[C:10]=2[N:11]=1.[F:13][C:14]1[CH:19]=[CH:18][C:17](B(O)O)=[CH:16][CH:15]=1.C([O-])([O-])=O.[K+].[K+].C(O)(=O)C, predict the reaction product. The product is: [F:13][C:14]1[CH:19]=[CH:18][C:17]([C:2]2[CH:3]=[CH:4][C:5]3[N:6]=[CH:7][NH:8][C:9](=[O:12])[C:10]=3[N:11]=2)=[CH:16][CH:15]=1. (3) Given the reactants [F:1][C:2]1[CH:3]=[C:4]2[C:9](=[CH:10][C:11]=1[CH2:12][C:13]([OH:15])=O)[N:8]=[CH:7][CH:6]=[CH:5]2.[Br:16][C:17]1[C:18]([C:23]2[NH:27][N:26]=[CH:25][N:24]=2)=[C:19]([NH2:22])[S:20][CH:21]=1, predict the reaction product. The product is: [Br:16][C:17]1[C:18]([C:23]2[NH:27][N:26]=[CH:25][N:24]=2)=[C:19]([NH:22][C:13](=[O:15])[CH2:12][C:11]2[CH:10]=[C:9]3[C:4]([CH:5]=[CH:6][CH:7]=[N:8]3)=[CH:3][C:2]=2[F:1])[S:20][CH:21]=1. (4) Given the reactants [F:1][C:2]1[C:7]([O:8][C:9]2[CH:14]=[CH:13][CH:12]=[CH:11][CH:10]=2)=[CH:6][CH:5]=[CH:4][C:3]=1[C:15]([OH:17])=O.S(Cl)([Cl:20])=O, predict the reaction product. The product is: [F:1][C:2]1[C:7]([O:8][C:9]2[CH:14]=[CH:13][CH:12]=[CH:11][CH:10]=2)=[CH:6][CH:5]=[CH:4][C:3]=1[C:15]([Cl:20])=[O:17]. (5) Given the reactants [F:1][C:2]1[CH:7]=[CH:6][CH:5]=[CH:4][C:3]=1[C:8]1[C:16]2[O:15][CH:14]([CH2:17][NH2:18])[CH2:13][C:12]=2[CH:11]=[CH:10][CH:9]=1.C(N(C(C)C)CC)(C)C.Cl[C:29]([O:31][CH2:32][C:33]1[CH:38]=[CH:37][CH:36]=[CH:35][CH:34]=1)=[O:30].C1(C2C3OC(CNC(=O)OCC4C=CC=CC=4)CC=3C=CC=2)CCCC1, predict the reaction product. The product is: [CH2:32]([O:31][C:29](=[O:30])[NH:18][CH2:17][CH:14]1[CH2:13][C:12]2[CH:11]=[CH:10][CH:9]=[C:8]([C:3]3[CH:4]=[CH:5][CH:6]=[CH:7][C:2]=3[F:1])[C:16]=2[O:15]1)[C:33]1[CH:38]=[CH:37][CH:36]=[CH:35][CH:34]=1. (6) Given the reactants [CH3:1][C:2]1([CH3:10])[O:7][C:6](=[O:8])C[C:4](=[O:9])[O:3]1.C(O)C=C.[C:15]1([CH3:21])[CH:20]=[CH:19][CH:18]=[CH:17][CH:16]=1, predict the reaction product. The product is: [CH2:20]([C:19]1([CH2:18][CH:17]=[CH2:16])[C:6](=[O:8])[O:7][C:2]([CH3:10])([CH3:1])[O:3][C:4]1=[O:9])[CH:15]=[CH2:21].